From a dataset of Reaction yield outcomes from USPTO patents with 853,638 reactions. Predict the reaction yield, written as a fraction of the theoretical maximum amount of product (1.0 means a 100% yield; for example, 0.34 means a 34% yield). (1) The reactants are C[Si]([N-][Si](C)(C)C)(C)C.[Na+].CS(O[C@H:16]1[CH2:24][C:23]2C(=C[CH:20]=[CH:21][CH:22]=2)[C@@H:17]1[NH:25][C:26]([O:28][C:29]([CH3:32])([CH3:31])[CH3:30])=[O:27])(=O)=O.C(O[CH2:36][CH2:37][CH:38]([C:43]([O:45][CH3:46])=[O:44])[C:39]([O:41][CH3:42])=[O:40])C.[CH2:47]1[CH2:51][O:50][CH2:49][CH2:48]1. No catalyst specified. The product is [C:29]([O:28][C:26]([NH:25][C@@H:17]1[CH2:16][C:24]2[C:36](=[CH:20][CH:21]=[CH:22][CH:23]=2)[C@H:37]1[C:38]([CH2:48][CH2:49][O:50][CH2:51][CH3:47])([C:39]([O:41][CH3:42])=[O:40])[C:43]([O:45][CH3:46])=[O:44])=[O:27])([CH3:32])([CH3:31])[CH3:30]. The yield is 0.440. (2) The reactants are [Cl:1][C:2]1[CH:3]=[CH:4][C:5]([CH2:12][CH3:13])=[C:6]([CH:11]=1)[C:7]([O:9][CH3:10])=[O:8].OS(O)(=O)=O.[N+:19]([O-])([OH:21])=[O:20].O=S(Cl)Cl. The catalyst is CO. The product is [Cl:1][C:2]1[CH:3]=[C:4]([N+:19]([O-:21])=[O:20])[C:5]([CH2:12][CH3:13])=[C:6]([CH:11]=1)[C:7]([O:9][CH3:10])=[O:8]. The yield is 0.984. (3) The yield is 0.570. The product is [CH:1]1([O:7][C:8](=[O:17])[CH:9]([NH:16][C:21](=[O:22])[CH2:20][C:18]#[N:19])[C:10]2[CH:15]=[CH:14][CH:13]=[CH:12][CH:11]=2)[CH2:2][CH2:3][CH2:4][CH2:5][CH2:6]1. The reactants are [CH:1]1([O:7][C:8](=[O:17])[CH:9]([NH2:16])[C:10]2[CH:15]=[CH:14][CH:13]=[CH:12][CH:11]=2)[CH2:6][CH2:5][CH2:4][CH2:3][CH2:2]1.[C:18]([CH2:20][C:21](O)=[O:22])#[N:19].C(N(CC)CC)C.CN(C(ON1N=NC2C=CC=NC1=2)=[N+](C)C)C.F[P-](F)(F)(F)(F)F. The catalyst is CN(C=O)C.CCOC(C)=O. (4) The reactants are [CH3:1][N:2]([CH3:34])[CH2:3][CH2:4][CH2:5][C:6]1[CH:7]=[C:8]([NH:13][C:14]2[N:15]=[CH:16][C:17]3[CH2:18][C:19](=[S:33])[NH:20][C:21]4[CH:28]=[C:27]([C:29]([F:32])([F:31])[F:30])[CH:26]=[CH:25][C:22]=4[C:23]=3[N:24]=2)[C:9]([CH3:12])=[N:10][CH:11]=1.C(O)C.[ClH:38]. No catalyst specified. The product is [ClH:38].[ClH:38].[CH3:34][N:2]([CH3:1])[CH2:3][CH2:4][CH2:5][C:6]1[CH:7]=[C:8]([NH:13][C:14]2[N:15]=[CH:16][C:17]3[CH2:18][C:19](=[S:33])[NH:20][C:21]4[CH:28]=[C:27]([C:29]([F:32])([F:31])[F:30])[CH:26]=[CH:25][C:22]=4[C:23]=3[N:24]=2)[C:9]([CH3:12])=[N:10][CH:11]=1. The yield is 0.926. (5) The reactants are [CH2:1]([C:4]1([S:7]([NH:10][C:11]2[CH:16]=[CH:15][C:14]([F:17])=[C:13]([F:18])[C:12]=2[NH:19][C:20]2[CH:25]=[CH:24][C:23]([I:26])=[CH:22][C:21]=2[F:27])(=[O:9])=[O:8])[CH2:6][CH2:5]1)C=C.C[N+]1([O-])CC[O:32]CC1.CCO[C:39]([CH3:41])=[O:40]. The catalyst is C1COCC1.O.[Os](=O)(=O)(=O)=O. The product is [F:18][C:13]1[C:12]([NH:19][C:20]2[CH:25]=[CH:24][C:23]([I:26])=[CH:22][C:21]=2[F:27])=[C:11]([NH:10][S:7]([C:4]2([CH2:1][CH:39]([OH:40])[CH2:41][OH:32])[CH2:6][CH2:5]2)(=[O:8])=[O:9])[CH:16]=[CH:15][C:14]=1[F:17]. The yield is 0.790. (6) The reactants are [F:1][C:2]1[CH:3]=[C:4]([CH:42]=[CH:43][CH:44]=1)[CH2:5][N:6]1[CH:10]=[C:9]([C:11]2[C:19]3[C:14](=[N:15][CH:16]=[C:17]([C:20]4[CH:21]=[N:22][C:23]([N:26]5[CH2:31][CH2:30][NH:29][CH2:28][CH2:27]5)=[CH:24][CH:25]=4)[CH:18]=3)[N:13]([S:32]([C:35]3[CH:41]=[CH:40][C:38]([CH3:39])=[CH:37][CH:36]=3)(=[O:34])=[O:33])[CH:12]=2)[CH:8]=[N:7]1.FC1[CH:47]=[C:48]([CH:77]=CC=1)[CH2:49]N1[CH:77]=[C:48]([C:49]2C3C(=N[CH:47]=[C:48]([C:49]4C=NC(N5CCN(C)CC5)=CC=4)[CH:77]=3)NC=2)[CH:47]=N1.BrCC(C)C.C(=O)([O-])[O-].[K+].[K+]. The catalyst is CN(C=O)C. The product is [F:1][C:2]1[CH:3]=[C:4]([CH:42]=[CH:43][CH:44]=1)[CH2:5][N:6]1[CH:10]=[C:9]([C:11]2[C:19]3[C:14](=[N:15][CH:16]=[C:17]([C:20]4[CH:21]=[N:22][C:23]([N:26]5[CH2:31][CH2:30][N:29]([CH2:47][CH:48]([CH3:77])[CH3:49])[CH2:28][CH2:27]5)=[CH:24][CH:25]=4)[CH:18]=3)[N:13]([S:32]([C:35]3[CH:41]=[CH:40][C:38]([CH3:39])=[CH:37][CH:36]=3)(=[O:34])=[O:33])[CH:12]=2)[CH:8]=[N:7]1. The yield is 0.853. (7) The reactants are [O:1]1[CH:5]=[CH:4][CH:3]=[C:2]1[C:6]1[N:7]=[C:8]([NH:17][C:18]([C:20]2[CH:25]=[CH:24][N:23]=[CH:22][CH:21]=2)=[O:19])[S:9][C:10]=1[C:11](=[O:16])N(OC)C.[CH:26]1([Mg]Br)[CH2:28][CH2:27]1.[Cl-].[NH4+]. The catalyst is C1COCC1. The product is [CH:26]1([C:11]([C:10]2[S:9][C:8]([NH:17][C:18]([C:20]3[CH:21]=[CH:22][N:23]=[CH:24][CH:25]=3)=[O:19])=[N:7][C:6]=2[C:2]2[O:1][CH:5]=[CH:4][CH:3]=2)=[O:16])[CH2:28][CH2:27]1. The yield is 0.780. (8) The reactants are [S:1]1[CH:5]=[CH:4][C:3]2[CH:6]=[C:7]([CH:10]3[C:19]4[C:14](=[CH:15][CH:16]=[CH:17][CH:18]=4)[CH2:13][NH:12][CH2:11]3)[CH:8]=[CH:9][C:2]1=2.Cl.[CH3:21][N:22]([CH3:26])[CH2:23][CH2:24]Cl.[C:27](=[O:30])([O-:29])[O-].[Cs+].[Cs+].[C:33]([O:36]CC)(=[O:35])C. The catalyst is CN(C=O)C. The product is [C:33]([OH:36])(=[O:35])/[CH:23]=[CH:24]/[C:27]([OH:29])=[O:30].[S:1]1[CH:5]=[CH:4][C:3]2[CH:6]=[C:7]([CH:10]3[C:19]4[C:14](=[CH:15][CH:16]=[CH:17][CH:18]=4)[CH2:13][N:12]([CH2:24][CH2:23][N:22]([CH3:26])[CH3:21])[CH2:11]3)[CH:8]=[CH:9][C:2]1=2. The yield is 0.0200.